Dataset: Catalyst prediction with 721,799 reactions and 888 catalyst types from USPTO. Task: Predict which catalyst facilitates the given reaction. (1) Product: [CH3:9][S:10]([O:7][CH2:6][CH2:5][CH:4]([S:3][CH2:1][CH3:2])[CH3:8])(=[O:12])=[O:11]. Reactant: [CH2:1]([S:3][CH:4]([CH3:8])[CH2:5][CH2:6][OH:7])[CH3:2].[CH3:9][S:10](Cl)(=[O:12])=[O:11]. The catalyst class is: 2. (2) Reactant: [ClH:1].[CH3:2][C:3]1[CH:8]=[CH:7][C:6]([S:9]([N:12]2[CH2:17][CH2:16][O:15][CH2:14][CH2:13]2)(=[O:11])=[O:10])=[CH:5][C:4]=1[C:18]1[CH:23]=[CH:22][CH:21]=[C:20]([CH2:24][C@H:25]([NH:41][C:42]([C@H:44]2[CH2:49][CH2:48][C@H:47]([CH2:50][NH:51]C(=O)OC(C)(C)C)[CH2:46][CH2:45]2)=[O:43])[C:26](=[O:40])[NH:27][C:28]2[CH:33]=[CH:32][C:31]([C:34]3[NH:38][C:37](=[O:39])[NH:36][N:35]=3)=[CH:30][CH:29]=2)[CH:19]=1.C(#N)C. Product: [ClH:1].[NH2:51][CH2:50][C@H:47]1[CH2:48][CH2:49][C@H:44]([C:42]([NH:41][C@@H:25]([CH2:24][C:20]2[CH:19]=[C:18]([C:4]3[CH:5]=[C:6]([S:9]([N:12]4[CH2:17][CH2:16][O:15][CH2:14][CH2:13]4)(=[O:10])=[O:11])[CH:7]=[CH:8][C:3]=3[CH3:2])[CH:23]=[CH:22][CH:21]=2)[C:26](=[O:40])[NH:27][C:28]2[CH:29]=[CH:30][C:31]([C:34]3[NH:38][C:37](=[O:39])[NH:36][N:35]=3)=[CH:32][CH:33]=2)=[O:43])[CH2:45][CH2:46]1. The catalyst class is: 12.